This data is from Full USPTO retrosynthesis dataset with 1.9M reactions from patents (1976-2016). The task is: Predict the reactants needed to synthesize the given product. (1) Given the product [F:22][C:19]1[CH:20]=[CH:21][C:16]([C:10]2[C:9]3[C:13](=[CH:14][CH:15]=[C:7]([C:5]4[NH:6][C:25]([CH2:26][N:27]([CH3:29])[CH3:28])=[N:24][N:23]=4)[CH:8]=3)[NH:12][N:11]=2)=[CH:17][CH:18]=1, predict the reactants needed to synthesize it. The reactants are: Cl.C(O[C:5]([C:7]1[CH:8]=[C:9]2[C:13](=[CH:14][CH:15]=1)[NH:12][N:11]=[C:10]2[C:16]1[CH:21]=[CH:20][C:19]([F:22])=[CH:18][CH:17]=1)=[NH:6])C.[NH2:23][NH:24][C:25](=O)[CH2:26][N:27]([CH3:29])[CH3:28].C(N(CC)CC)C. (2) Given the product [CH:1]([O:4][C:5](=[O:20])[CH2:6][CH2:7][CH2:8][C:9]1[N:13]([CH3:14])[C:12]2[CH:15]=[CH:16][C:17]([N:19]([CH2:32][CH2:31][OH:21])[CH2:23][CH2:24][OH:25])=[CH:18][C:11]=2[N:10]=1)([CH3:3])[CH3:2], predict the reactants needed to synthesize it. The reactants are: [CH:1]([O:4][C:5](=[O:20])[CH2:6][CH2:7][CH2:8][C:9]1[N:13]([CH3:14])[C:12]2[CH:15]=[CH:16][C:17]([NH2:19])=[CH:18][C:11]=2[N:10]=1)([CH3:3])[CH3:2].[OH2:21].Cl[CH2:23][CH2:24][OH:25].C(N([CH2:31][CH3:32])CC)C. (3) Given the product [C:1]([N:5]1[CH2:31][CH2:30][CH2:29][C:8]2[C:9]([CH:38]3[NH:42][CH2:41][CH2:40][O:39]3)=[C:10]3[C:19]4[CH:18]=[C:17]([C:20]5[CH:21]=[N:22][CH:23]=[CH:24][CH:25]=5)[C:16]([O:26][CH3:27])=[CH:15][C:14]=4[CH2:13][CH2:12][N:11]3[C:7]=2[C:6]1=[O:32])([CH3:4])([CH3:3])[CH3:2], predict the reactants needed to synthesize it. The reactants are: [C:1]([N:5]1[CH2:31][CH2:30][CH2:29][C:8]2[C:9](Br)=[C:10]3[C:19]4[CH:18]=[C:17]([C:20]5[CH:21]=[N:22][CH:23]=[CH:24][CH:25]=5)[C:16]([O:26][CH3:27])=[CH:15][C:14]=4[CH2:13][CH2:12][N:11]3[C:7]=2[C:6]1=[O:32])([CH3:4])([CH3:3])[CH3:2].C([Sn](CCCC)(CCCC)[C:38]1[O:39][CH:40]=[CH:41][N:42]=1)CCC. (4) Given the product [Cl:19][CH2:20][C:21]1[NH:22][C:7](=[O:9])[CH:6]2[CH:2]([C:3]3[CH2:18][CH2:17][C:16]4[CH:15]=[CH:14][CH:13]=[CH:12][C:11]=4[C:4]=3[S:5]2)[N:1]=1, predict the reactants needed to synthesize it. The reactants are: [NH2:1][CH:2]1[CH:6]([C:7]([O:9]C)=O)[S:5][C:4]2[C:11]3[C:16]([CH2:17][CH2:18][C:3]1=2)=[CH:15][CH:14]=[CH:13][CH:12]=3.[Cl:19][CH2:20][C:21]#[N:22]. (5) Given the product [Cl:1][C:2]1[CH:3]=[CH:4][C:5]([F:9])=[C:6]([O:8][CH3:10])[CH:7]=1, predict the reactants needed to synthesize it. The reactants are: [Cl:1][C:2]1[CH:3]=[CH:4][C:5]([F:9])=[C:6]([OH:8])[CH:7]=1.[CH3:10]N(C=O)C.C([O-])([O-])=O.[K+].[K+].IC. (6) Given the product [CH:18]1([CH2:21][NH:22][C:14]2[NH:13][C:12](=[O:17])/[C:11](=[CH:10]/[C:3]3[C:4]4[C:5](=[N:6][CH:7]=[CH:8][CH:9]=4)[NH:1][CH:2]=3)/[N:15]=2)[CH2:20][CH2:19]1, predict the reactants needed to synthesize it. The reactants are: [NH:1]1[C:5]2=[N:6][CH:7]=[CH:8][CH:9]=[C:4]2[C:3](/[CH:10]=[C:11]2/[C:12](=[O:17])[NH:13][C:14](=S)[NH:15]/2)=[CH:2]1.[CH:18]1([CH2:21][NH2:22])[CH2:20][CH2:19]1. (7) Given the product [CH2:1]([N:3]1[C:7]2=[N:8][C:9]([CH2:48][CH3:49])=[C:10]([CH2:19][NH:20][C:21]([C:23]3[CH:28]=[CH:27][CH:26]=[C:25]([C:29]([NH:31][CH2:32][C:33]4[CH:34]=[C:35]([C:40]5[CH:45]=[CH:44][CH:43]=[C:42]([CH2:46][I:50])[CH:41]=5)[C:36]([F:39])=[CH:37][CH:38]=4)=[O:30])[CH:24]=3)=[O:22])[C:11]([NH:12][CH:13]3[CH2:18][CH2:17][O:16][CH2:15][CH2:14]3)=[C:6]2[CH:5]=[N:4]1)[CH3:2], predict the reactants needed to synthesize it. The reactants are: [CH2:1]([N:3]1[C:7]2=[N:8][C:9]([CH2:48][CH3:49])=[C:10]([CH2:19][NH:20][C:21]([C:23]3[CH:28]=[CH:27][CH:26]=[C:25]([C:29]([NH:31][CH2:32][C:33]4[CH:34]=[C:35]([C:40]5[CH:45]=[CH:44][CH:43]=[C:42]([CH2:46]O)[CH:41]=5)[C:36]([F:39])=[CH:37][CH:38]=4)=[O:30])[CH:24]=3)=[O:22])[C:11]([NH:12][CH:13]3[CH2:18][CH2:17][O:16][CH2:15][CH2:14]3)=[C:6]2[CH:5]=[N:4]1)[CH3:2].[I:50]I.C1C=CC(P(C2C=CC=CC=2)C2C=CC=CC=2)=CC=1. (8) Given the product [Br:17][C:6]1[C:5]([C:4](=[CH2:21])[C:3]([O:2][CH3:1])=[O:18])=[C:14]2[C:9]([CH:10]=[CH:11][C:12]([O:15][CH3:16])=[N:13]2)=[CH:8][CH:7]=1, predict the reactants needed to synthesize it. The reactants are: [CH3:1][O:2][C:3](=[O:18])[CH2:4][C:5]1[C:6]([Br:17])=[CH:7][CH:8]=[C:9]2[C:14]=1[N:13]=[C:12]([O:15][CH3:16])[CH:11]=[CH:10]2.C=O.[C:21](=O)([O-])[O-].[K+].[K+].O.